Dataset: Reaction yield outcomes from USPTO patents with 853,638 reactions. Task: Predict the reaction yield, written as a fraction of the theoretical maximum amount of product (1.0 means a 100% yield; for example, 0.34 means a 34% yield). (1) The reactants are [NH2:1][CH2:2][C@:3]([C:8]1[CH:13]=[CH:12][CH:11]=[CH:10][CH:9]=1)([OH:7])[CH2:4][CH2:5][CH3:6].C1([C@](O)(CCC)CN[C@H](C2C=CC=CC=2)C)C=CC=CC=1. No catalyst specified. The product is [NH2:1][CH2:2][C@@:3]([C:8]1[CH:13]=[CH:12][CH:11]=[CH:10][CH:9]=1)([OH:7])[CH2:4][CH2:5][CH3:6]. The yield is 0.890. (2) The reactants are I[C:2]1[CH:3]=[CH:4][C:5]2[N:6]([CH:8]=[C:9]([NH:11][C:12](=[O:16])[CH:13]([CH3:15])[CH3:14])[N:10]=2)[N:7]=1.C(=O)([O-])[O-].[K+].[K+].[NH2:23][C:24]1[CH:25]=[C:26]([OH:30])[CH:27]=[CH:28][CH:29]=1. The catalyst is CN(C)C=O. The product is [NH2:23][C:24]1[CH:25]=[C:26]([CH:27]=[CH:28][CH:29]=1)[O:30][C:2]1[CH:3]=[CH:4][C:5]2[N:6]([CH:8]=[C:9]([NH:11][C:12](=[O:16])[CH:13]([CH3:15])[CH3:14])[N:10]=2)[N:7]=1. The yield is 0.470.